This data is from Forward reaction prediction with 1.9M reactions from USPTO patents (1976-2016). The task is: Predict the product of the given reaction. (1) Given the reactants [N+:1]([C:4]1[CH:5]=[C:6]([CH:17]=[CH:18][C:19]=1[N+:20]([O-])=O)[NH:7][C:8](=[O:16])[C:9]1[CH:14]=[CH:13][CH:12]=[CH:11][C:10]=1[OH:15])([O-])=O.[O:23]1[CH2:28][CH2:27][N:26]([C:29]2[CH:36]=[CH:35][C:32]([CH:33]=O)=[CH:31][CH:30]=2)[CH2:25][CH2:24]1, predict the reaction product. The product is: [O:23]1[CH2:28][CH2:27][N:26]([C:29]2[CH:36]=[CH:35][C:32]([C:33]3[NH:20][C:19]4[CH:18]=[CH:17][C:6]([NH:7][C:8](=[O:16])[C:9]5[CH:14]=[CH:13][CH:12]=[CH:11][C:10]=5[OH:15])=[CH:5][C:4]=4[N:1]=3)=[CH:31][CH:30]=2)[CH2:25][CH2:24]1. (2) The product is: [CH3:1][C:2]1[O:19][N:18]=[C:6]([C:7]([NH:10][C:11](=[O:17])[O:12][C:13]([CH3:14])([CH3:16])[CH3:15])([CH3:9])[CH3:8])[N:5]=1. Given the reactants [C:1](O)(=O)[CH3:2].[NH2:5]/[C:6](=[N:18]\[OH:19])/[C:7]([NH:10][C:11](=[O:17])[O:12][C:13]([CH3:16])([CH3:15])[CH3:14])([CH3:9])[CH3:8], predict the reaction product. (3) The product is: [C:1]([O:5][C:6]([N:8]1[CH2:13][CH2:12][CH:11]([O:14][C:35]2[N:34]=[N:33][C:32]([CH2:38][CH2:39][CH3:40])=[C:31]([C:28]3[CH:27]=[CH:26][C:25]([O:24][CH2:17][C:18]4[CH:19]=[CH:20][CH:21]=[CH:22][CH:23]=4)=[CH:30][CH:29]=3)[CH:36]=2)[CH2:10][CH2:9]1)=[O:7])([CH3:4])([CH3:2])[CH3:3]. Given the reactants [C:1]([O:5][C:6]([N:8]1[CH2:13][CH2:12][CH:11]([OH:14])[CH2:10][CH2:9]1)=[O:7])([CH3:4])([CH3:3])[CH3:2].[H-].[Na+].[CH2:17]([O:24][C:25]1[CH:30]=[CH:29][C:28]([C:31]2[CH:36]=[C:35](Cl)[N:34]=[N:33][C:32]=2[CH2:38][CH2:39][CH3:40])=[CH:27][CH:26]=1)[C:18]1[CH:23]=[CH:22][CH:21]=[CH:20][CH:19]=1, predict the reaction product. (4) Given the reactants [CH:1]1([N:6]2[CH2:12][C:11]([F:14])([F:13])[C:10](=[O:15])[N:9]([CH3:16])[C:8]3[CH:17]=[N:18][C:19]([NH:21][C:22]4[CH:30]=[CH:29][C:25]([C:26]([OH:28])=O)=[CH:24][C:23]=4[O:31][CH3:32])=[N:20][C:7]2=3)[CH2:5][CH2:4][CH2:3][CH2:2]1.F[P-](F)(F)(F)(F)F.CN([C:43](N(C)C)=[N+:44]1[C:52]2[C:47](=[N:48][CH:49]=[CH:50]C=2)[N+]([O-])=N1)C.C(N(C(C)C)C(C)C)C.CN1CCNCC1, predict the reaction product. The product is: [CH:1]1([N:6]2[CH2:12][C:11]([F:13])([F:14])[C:10](=[O:15])[N:9]([CH3:16])[C:8]3[CH:17]=[N:18][C:19]([NH:21][C:22]4[CH:30]=[CH:29][C:25]([C:26]([N:48]5[CH2:47][CH2:52][N:44]([CH3:43])[CH2:50][CH2:49]5)=[O:28])=[CH:24][C:23]=4[O:31][CH3:32])=[N:20][C:7]2=3)[CH2:5][CH2:4][CH2:3][CH2:2]1. (5) Given the reactants [C:1]([C:5]1[N:6]([CH2:17][C@@H:18]2[CH2:22][O:21][C:20]([CH3:24])([CH3:23])[O:19]2)[C:7]2[C:12]([CH:13]=1)=[CH:11][C:10]([N+:14]([O-])=O)=[CH:9][CH:8]=2)([CH3:4])([CH3:3])[CH3:2].C([O-])=O.[NH4+], predict the reaction product. The product is: [C:1]([C:5]1[N:6]([CH2:17][C@@H:18]2[CH2:22][O:21][C:20]([CH3:24])([CH3:23])[O:19]2)[C:7]2[C:12]([CH:13]=1)=[CH:11][C:10]([NH2:14])=[CH:9][CH:8]=2)([CH3:4])([CH3:2])[CH3:3].